This data is from Full USPTO retrosynthesis dataset with 1.9M reactions from patents (1976-2016). The task is: Predict the reactants needed to synthesize the given product. The reactants are: [NH2:1][C:2]1[CH:7]=[CH:6][CH:5]=[C:4]([CH3:8])[N:3]=1.Br[C:10]1[CH:15]=[CH:14][CH:13]=[C:12]([CH3:16])[N:11]=1.CC(C)([O-])C.[Na+]. Given the product [CH3:8][C:4]1[N:3]=[C:2]([NH:1][C:10]2[CH:15]=[CH:14][CH:13]=[C:12]([CH3:16])[N:11]=2)[CH:7]=[CH:6][CH:5]=1, predict the reactants needed to synthesize it.